From a dataset of Full USPTO retrosynthesis dataset with 1.9M reactions from patents (1976-2016). Predict the reactants needed to synthesize the given product. Given the product [CH2:1]([N:5]([S:15]([C:18]1[CH:23]=[CH:22][C:21]([N+:24]([O-:26])=[O:25])=[CH:20][CH:19]=1)(=[O:17])=[O:16])[C@H:6]([C:12]([OH:14])=[O:13])[CH2:7][CH2:8][CH2:9][CH2:10][NH:11][C:34](=[O:35])[CH:33]=[CH:32][C:31]1[CH:37]=[CH:38][C:39]2[O:40][CH2:27][O:28][C:29]=2[CH:30]=1)[CH:2]([CH3:4])[CH3:3], predict the reactants needed to synthesize it. The reactants are: [CH2:1]([N:5]([S:15]([C:18]1[CH:23]=[CH:22][C:21]([N+:24]([O-:26])=[O:25])=[CH:20][CH:19]=1)(=[O:17])=[O:16])[C@H:6]([C:12]([OH:14])=[O:13])[CH2:7][CH2:8][CH2:9][CH2:10][NH2:11])[CH:2]([CH3:4])[CH3:3].[CH2:27]1[O:40][C:39]2[CH:38]=[CH:37][C:31]([CH:32]=[CH:33][C:34](O)=[O:35])=[CH:30][C:29]=2[O:28]1.